From a dataset of Reaction yield outcomes from USPTO patents with 853,638 reactions. Predict the reaction yield, written as a fraction of the theoretical maximum amount of product (1.0 means a 100% yield; for example, 0.34 means a 34% yield). (1) The reactants are [CH3:1][C:2]1[CH:7]=[CH:6][N:5]=[CH:4][C:3]=1[N:8]1[CH2:12][CH2:11][NH:10][C:9]1=[O:13].Br[C:15]1[CH:25]=[CH:24][C:18]2[O:19][C:20]([F:23])([F:22])[O:21][C:17]=2[CH:16]=1.N[C@@H]1CCCC[C@H]1N.P([O-])([O-])([O-])=O.[K+].[K+].[K+]. The catalyst is [Cu](I)I.O1CCOCC1. The product is [F:23][C:20]1([F:22])[O:19][C:18]2[CH:24]=[CH:25][C:15]([N:10]3[CH2:11][CH2:12][N:8]([C:3]4[CH:4]=[N:5][CH:6]=[CH:7][C:2]=4[CH3:1])[C:9]3=[O:13])=[CH:16][C:17]=2[O:21]1. The yield is 0.920. (2) The reactants are [CH2:1](O)[CH2:2][CH3:3].[NH2:5][CH:6]([C:11]1[CH:16]=[CH:15][C:14]([Br:17])=[CH:13][CH:12]=1)[CH2:7][C:8]([OH:10])=[O:9].S(=O)(=O)(O)O.[OH-].[Na+]. No catalyst specified. The product is [NH2:5][CH:6]([C:11]1[CH:12]=[CH:13][C:14]([Br:17])=[CH:15][CH:16]=1)[CH2:7][C:8]([O:10][CH2:1][CH2:2][CH3:3])=[O:9]. The yield is 0.841. (3) The reactants are [NH2:1][C:2]1[CH:30]=[CH:29][C:5]2[NH:6][C:7]([C:12]3[C:13](=[O:28])[N:14]([CH2:23][CH2:24][CH:25]([CH3:27])[CH3:26])[C:15]4[C:20]([C:21]=3[OH:22])=[CH:19][CH:18]=[CH:17][N:16]=4)=[N:8][S:9](=[O:11])(=[O:10])[C:4]=2[CH:3]=1.Cl[S:32]([N:35]1[CH2:39][CH2:38][CH2:37][C@H:36]1[C:40]([O:42][CH3:43])=[O:41])(=[O:34])=[O:33].C(N(CC)CC)C. The catalyst is C(#N)C. The product is [OH:22][C:21]1[C:20]2[C:15](=[N:16][CH:17]=[CH:18][CH:19]=2)[N:14]([CH2:23][CH2:24][CH:25]([CH3:27])[CH3:26])[C:13](=[O:28])[C:12]=1[C:7]1[NH:6][C:5]2[CH:29]=[CH:30][C:2]([NH:1][S:32]([N:35]3[CH2:39][CH2:38][CH2:37][C@H:36]3[C:40]([O:42][CH3:43])=[O:41])(=[O:33])=[O:34])=[CH:3][C:4]=2[S:9](=[O:11])(=[O:10])[N:8]=1. The yield is 0.160. (4) The reactants are [CH2:1](N(CC)CC)C.[CH2:8]([O:15][C:16]1[CH:21]=[CH:20][C:19](B(O)O)=[CH:18][CH:17]=1)[C:9]1[CH:14]=[CH:13][CH:12]=[CH:11][CH:10]=1. The catalyst is C(Cl)Cl.C([O-])(=O)C.[Cu+2].C([O-])(=O)C. The product is [CH2:16]([O:15][CH2:8][C:9]1[CH:10]=[CH:11][CH:12]=[CH:13][CH:14]=1)[C:21]1[CH:20]=[CH:19][CH:18]=[CH:17][CH:1]=1. The yield is 0.540. (5) The reactants are Cl[CH2:2][C:3]1[N:4]=[C:5]([C:9]2[CH:14]=[CH:13][CH:12]=[CH:11][CH:10]=2)[S:6][C:7]=1[CH3:8].C(=O)([O-])[O-].[K+].[K+].[O:21]=[CH:22][C:23]1[CH:31]=[CH:30][C:28]([OH:29])=[C:25]([O:26][CH3:27])[CH:24]=1.CN(C)C=O. The catalyst is O. The product is [CH3:27][O:26][C:25]1[CH:24]=[C:23]([CH:31]=[CH:30][C:28]=1[O:29][CH2:2][C:3]1[N:4]=[C:5]([C:9]2[CH:14]=[CH:13][CH:12]=[CH:11][CH:10]=2)[S:6][C:7]=1[CH3:8])[CH:22]=[O:21]. The yield is 0.920.